This data is from NCI-60 drug combinations with 297,098 pairs across 59 cell lines. The task is: Regression. Given two drug SMILES strings and cell line genomic features, predict the synergy score measuring deviation from expected non-interaction effect. Drug 1: C1CCN(CC1)CCOC2=CC=C(C=C2)C(=O)C3=C(SC4=C3C=CC(=C4)O)C5=CC=C(C=C5)O. Drug 2: CC(C1=C(C=CC(=C1Cl)F)Cl)OC2=C(N=CC(=C2)C3=CN(N=C3)C4CCNCC4)N. Cell line: SW-620. Synergy scores: CSS=12.1, Synergy_ZIP=-3.99, Synergy_Bliss=-1.15, Synergy_Loewe=-14.1, Synergy_HSA=-3.15.